Predict the product of the given reaction. From a dataset of Forward reaction prediction with 1.9M reactions from USPTO patents (1976-2016). (1) Given the reactants [Br:1][C:2]1[C:10]([N+:11]([O-:13])=[O:12])=[CH:9][CH:8]=[CH:7][C:3]=1[C:4]([OH:6])=O.[C:14]([NH2:18])([CH3:17])([CH3:16])[CH3:15].CCN(C(C)C)C(C)C.C1CN([P+](ON2N=NC3C2=CC=CC=3)(N2CCCC2)N2CCCC2)CC1.F[P-](F)(F)(F)(F)F, predict the reaction product. The product is: [Br:1][C:2]1[C:10]([N+:11]([O-:13])=[O:12])=[CH:9][CH:8]=[CH:7][C:3]=1[C:4]([NH:18][C:14]([CH3:17])([CH3:16])[CH3:15])=[O:6]. (2) Given the reactants [Br:1][C:2]1[CH:7]=[C:6]([F:8])[CH:5]=[CH:4][C:3]=1[OH:9].[CH:10]1([CH2:13]O)[CH2:12][CH2:11]1.C1(P(C2C=CC=CC=2)C2C=CC=CC=2)C=CC=CC=1.CC(OC(/N=N/C(OC(C)C)=O)=O)C, predict the reaction product. The product is: [Br:1][C:2]1[CH:7]=[C:6]([F:8])[CH:5]=[CH:4][C:3]=1[O:9][CH2:13][CH:10]1[CH2:12][CH2:11]1. (3) Given the reactants [CH:1]1[C:13]2[NH:12][C:11]3[C:6](=[CH:7][CH:8]=[CH:9][CH:10]=3)[C:5]=2[CH:4]=[CH:3][CH:2]=1.I[C:15]1[C:20]2[S:21][C:22]3[CH:27]=[CH:26][CH:25]=[CH:24][C:23]=3[C:19]=2[CH:18]=[CH:17][CH:16]=1.C1(P(C2CCCCC2)C2C=CC=CC=2C2C(OC)=CC=CC=2OC)CCCCC1.CC(C)([O-])C.[Na+], predict the reaction product. The product is: [CH:18]1[C:19]2[C:23]3[CH:24]=[CH:25][CH:26]=[CH:27][C:22]=3[S:21][C:20]=2[C:15]([N:12]2[C:11]3[CH:10]=[CH:9][CH:8]=[CH:7][C:6]=3[C:5]3[C:13]2=[CH:1][CH:2]=[CH:3][CH:4]=3)=[CH:16][CH:17]=1. (4) Given the reactants [CH:1]([C:3]1[CH:18]=[CH:17][C:6]([O:7][C:8]2[CH:16]=[CH:15][C:11]([C:12]([NH2:14])=[O:13])=[CH:10][N:9]=2)=[C:5]([O:19][CH3:20])[CH:4]=1)=O.[CH3:21][C:22]([CH3:27])([CH3:26])[CH2:23][CH2:24][NH2:25], predict the reaction product. The product is: [CH3:21][C:22]([CH3:27])([CH3:26])[CH2:23][CH2:24][NH:25][CH2:1][C:3]1[CH:18]=[CH:17][C:6]([O:7][C:8]2[CH:16]=[CH:15][C:11]([C:12]([NH2:14])=[O:13])=[CH:10][N:9]=2)=[C:5]([O:19][CH3:20])[CH:4]=1. (5) Given the reactants [CH:1]([N:4]([CH:15]([CH3:17])[CH3:16])[CH2:5][CH2:6][NH:7][C:8](N1C=CN=C1)=[O:9])([CH3:3])[CH3:2].[NH2:18][CH2:19][C:20]1[N:28]=[C:27]2[C:23]([N:24]=[CH:25][N:26]2[C@@H:29]2[O:33][C@H:32]([C:34]([NH:36][CH2:37][CH3:38])=[O:35])[C@@H:31]([OH:39])[C@H:30]2[OH:40])=[C:22]([NH:41][CH2:42][CH:43]([C:50]2[CH:55]=[CH:54][CH:53]=[CH:52][CH:51]=2)[C:44]2[CH:49]=[CH:48][CH:47]=[CH:46][CH:45]=2)[N:21]=1.C(O)(C)C.C1(C)C=CC=CC=1, predict the reaction product. The product is: [CH:15]([N:4]([CH:1]([CH3:3])[CH3:2])[CH2:5][CH2:6][NH:7][C:8]([NH:18][CH2:19][C:20]1[N:28]=[C:27]2[C:23]([N:24]=[CH:25][N:26]2[C@@H:29]2[O:33][C@H:32]([C:34]([NH:36][CH2:37][CH3:38])=[O:35])[C@@H:31]([OH:39])[C@H:30]2[OH:40])=[C:22]([NH:41][CH2:42][CH:43]([C:44]2[CH:45]=[CH:46][CH:47]=[CH:48][CH:49]=2)[C:50]2[CH:55]=[CH:54][CH:53]=[CH:52][CH:51]=2)[N:21]=1)=[O:9])([CH3:17])[CH3:16].